This data is from Catalyst prediction with 721,799 reactions and 888 catalyst types from USPTO. The task is: Predict which catalyst facilitates the given reaction. (1) Reactant: Br[CH2:2][C:3]1[CH:13]=[CH:12][CH:11]=[C:10]([O:14]C)[C:4]=1[C:5]([O:7]CC)=O.[N:16]1([C:21]2[CH:26]=[CH:25][C:24]([CH2:27][NH2:28])=[CH:23][CH:22]=2)[CH:20]=[CH:19][CH:18]=[N:17]1.C(=O)([O-])[O-].[K+].[K+].O. Product: [N:16]1([C:21]2[CH:26]=[CH:25][C:24]([CH2:27][N:28]3[CH2:2][C:3]4[C:4](=[C:10]([OH:14])[CH:11]=[CH:12][CH:13]=4)[C:5]3=[O:7])=[CH:23][CH:22]=2)[CH:20]=[CH:19][CH:18]=[N:17]1. The catalyst class is: 8. (2) Reactant: [F:1][C:2]1[CH:7]=[C:6]([F:8])[CH:5]=[CH:4][C:3]=1[C:9]1[N:10]2[C:15]([CH:16]=[CH:17][CH:18]=1)=[C:14]([C:19]1[CH:20]=[C:21]([CH:25]=[CH:26][C:27]=1[F:28])[C:22](O)=[O:23])[C:13](=[O:29])[CH:12]=[CH:11]2.C(Cl)CCl.C1C=CC2N(O)N=NC=2C=1.O[NH:45][C:46](=[NH:48])[CH3:47]. Product: [F:1][C:2]1[CH:7]=[C:6]([F:8])[CH:5]=[CH:4][C:3]=1[C:9]1[N:10]2[C:15]([CH:16]=[CH:17][CH:18]=1)=[C:14]([C:19]1[CH:20]=[C:21]([C:22]3[O:23][N:48]=[C:46]([CH3:47])[N:45]=3)[CH:25]=[CH:26][C:27]=1[F:28])[C:13](=[O:29])[CH:12]=[CH:11]2. The catalyst class is: 290. (3) Reactant: [OH:1][C:2]1[C:7]2[N:8]=[C:9]([CH3:12])[N:10]([CH3:11])[C:6]=2[CH:5]=[C:4]([N:13]([CH3:17])[C:14](=[O:16])[CH3:15])[C:3]=1[CH2:18][CH2:19][C:20](=[O:27])[C:21]1[CH:26]=[CH:25][CH:24]=[CH:23][CH:22]=1.[BH4-].[Na+].[Cl-].[NH4+]. Product: [OH:1][C:2]1[C:7]2[N:8]=[C:9]([CH3:12])[N:10]([CH3:11])[C:6]=2[CH:5]=[C:4]([N:13]([CH3:17])[C:14](=[O:16])[CH3:15])[C:3]=1[CH2:18][CH2:19][CH:20]([OH:27])[C:21]1[CH:22]=[CH:23][CH:24]=[CH:25][CH:26]=1. The catalyst class is: 8.